This data is from Reaction yield outcomes from USPTO patents with 853,638 reactions. The task is: Predict the reaction yield, written as a fraction of the theoretical maximum amount of product (1.0 means a 100% yield; for example, 0.34 means a 34% yield). (1) The reactants are C1N=CN([C:6]([N:8]2[CH:12]=[N:11]C=C2)=[O:7])C=1.[Cl:13][C:14]1[N:19]=[CH:18][C:17]2C(N)=N[N:22]([C:23]([C:36]3[CH:41]=[CH:40][CH:39]=[CH:38][CH:37]=3)([C:30]3[CH:35]=[CH:34][CH:33]=[CH:32][CH:31]=3)[C:24]3[CH:29]=[CH:28][CH:27]=[CH:26][CH:25]=3)[C:16]=2[CH:15]=1.N1C=CN=C1.[F:48][CH:49]([F:52])[CH2:50][OH:51]. The catalyst is O1CCCC1. The product is [Cl:13][C:14]1[N:19]=[CH:18][C:17]2[C:12]([NH:8][C:6](=[O:7])[O:51][CH2:50][CH:49]([F:52])[F:48])=[N:11][N:22]([C:23]([C:30]3[CH:31]=[CH:32][CH:33]=[CH:34][CH:35]=3)([C:36]3[CH:37]=[CH:38][CH:39]=[CH:40][CH:41]=3)[C:24]3[CH:29]=[CH:28][CH:27]=[CH:26][CH:25]=3)[C:16]=2[CH:15]=1. The yield is 0.900. (2) The reactants are [O:1]1[CH:5]=[CH:4][CH:3]=[C:2]1[C:6]1[O:7][C:8]([CH3:33])=[C:9]([CH2:11][O:12][C:13]2[CH:30]=[CH:29][C:16]([CH2:17][O:18][C:19]3[C:23]([CH2:24][OH:25])=[CH:22][N:21]([CH2:26][CH2:27][OH:28])[N:20]=3)=[CH:15][C:14]=2[O:31][CH3:32])[N:10]=1. The catalyst is [O-2].[O-2].[Mn+4].O1CCCC1. The product is [O:1]1[CH:5]=[CH:4][CH:3]=[C:2]1[C:6]1[O:7][C:8]([CH3:33])=[C:9]([CH2:11][O:12][C:13]2[CH:30]=[CH:29][C:16]([CH2:17][O:18][C:19]3[C:23]([CH:24]=[O:25])=[CH:22][N:21]([CH2:26][CH2:27][OH:28])[N:20]=3)=[CH:15][C:14]=2[O:31][CH3:32])[N:10]=1. The yield is 0.970. (3) The reactants are [CH2:1]([C:5]1[N:6]=[C:7]([CH3:27])[NH:8][C:9](=[O:26])[C:10]=1[CH2:11][C:12]1[CH:17]=[CH:16][C:15]([C:18]2[C:19]([C:24]#[N:25])=[CH:20][CH:21]=[CH:22][CH:23]=2)=[CH:14][CH:13]=1)[CH2:2][CH2:3][CH3:4].[H-].[Na+].CN(C)C=O.Br[CH2:36][C:37]([C:39]1[CH:44]=[CH:43][CH:42]=[CH:41][CH:40]=1)=[O:38]. The catalyst is C(OCC)(=O)C. The product is [CH2:1]([C:5]1[N:6]=[C:7]([CH3:27])[N:8]([CH2:36][C:37](=[O:38])[C:39]2[CH:44]=[CH:43][CH:42]=[CH:41][CH:40]=2)[C:9](=[O:26])[C:10]=1[CH2:11][C:12]1[CH:17]=[CH:16][C:15]([C:18]2[C:19]([C:24]#[N:25])=[CH:20][CH:21]=[CH:22][CH:23]=2)=[CH:14][CH:13]=1)[CH2:2][CH2:3][CH3:4]. The yield is 0.430.